This data is from Forward reaction prediction with 1.9M reactions from USPTO patents (1976-2016). The task is: Predict the product of the given reaction. (1) Given the reactants [OH:1][C:2]([CH3:35])([CH3:34])[CH2:3][C@@:4]1([C:28]2[CH:33]=[CH:32][CH:31]=[CH:30][CH:29]=2)[O:9][C:8](=[O:10])[N:7]([C@H:11]([C:13]2[CH:18]=[CH:17][C:16](B3OC(C)(C)C(C)(C)O3)=[CH:15][CH:14]=2)[CH3:12])[CH2:6][CH2:5]1.Br[C:37]1[N:38]=[CH:39][S:40][CH:41]=1, predict the reaction product. The product is: [OH:1][C:2]([CH3:34])([CH3:35])[CH2:3][C@@:4]1([C:28]2[CH:33]=[CH:32][CH:31]=[CH:30][CH:29]=2)[O:9][C:8](=[O:10])[N:7]([C@H:11]([C:13]2[CH:14]=[CH:15][C:16]([C:37]3[N:38]=[CH:39][S:40][CH:41]=3)=[CH:17][CH:18]=2)[CH3:12])[CH2:6][CH2:5]1. (2) Given the reactants Cl[C:2]1[N:7]=[CH:6][N:5]=[C:4]([NH:8][C:9]2[CH:14]=[CH:13][C:12]([N:15]3[CH2:20][CH2:19][N:18]([CH:21]4[CH2:24][O:23][CH2:22]4)[C@@H:17]([CH3:25])[CH2:16]3)=[CH:11][CH:10]=2)[N:3]=1.[C:26]([C:28]1[CH:48]=[C:47](B2OC(C)(C)C(C)(C)O2)[CH:46]=[CH:45][C:29]=1[O:30][C@H:31]1[CH2:36][CH2:35][N:34]([C:37]([O:39][C:40]([CH3:43])([CH3:42])[CH3:41])=[O:38])[CH2:33][C@H:32]1[F:44])#[N:27].C(=O)([O-])[O-].[Na+].[Na+], predict the reaction product. The product is: [C:26]([C:28]1[CH:48]=[C:47]([C:2]2[N:3]=[C:4]([NH:8][C:9]3[CH:14]=[CH:13][C:12]([N:15]4[CH2:20][CH2:19][N:18]([CH:21]5[CH2:24][O:23][CH2:22]5)[C@@H:17]([CH3:25])[CH2:16]4)=[CH:11][CH:10]=3)[N:5]=[CH:6][N:7]=2)[CH:46]=[CH:45][C:29]=1[O:30][C@H:31]1[CH2:36][CH2:35][N:34]([C:37]([O:39][C:40]([CH3:43])([CH3:42])[CH3:41])=[O:38])[CH2:33][C@H:32]1[F:44])#[N:27]. (3) The product is: [NH2:8][C:16]1[N:17]=[C:18]([C:23]2[N:24]=[C:25]([NH:32][C:33]3[CH:38]=[CH:37][C:36]([N:39]4[CH2:40][CH2:41][N:42]([CH:45]5[CH2:48][O:47][CH2:46]5)[CH2:43][CH2:44]4)=[C:35]([CH:34]=3)[O:49][CH2:50][CH2:51][OH:52])[C:26]3[N:27]([CH:29]=[CH:30][N:31]=3)[CH:28]=2)[CH:19]=[N:20][C:21]=1[CH3:22]. Given the reactants C(OC([N:8]([C:16]1[C:21]([CH3:22])=[N:20][CH:19]=[C:18]([C:23]2[N:24]=[C:25]([N:32](C(OC(C)(C)C)=O)[C:33]3[CH:38]=[CH:37][C:36]([N:39]4[CH2:44][CH2:43][N:42]([CH:45]5[CH2:48][O:47][CH2:46]5)[CH2:41][CH2:40]4)=[C:35]([O:49][CH2:50][CH2:51][O:52]C4CCCCO4)[CH:34]=3)[C:26]3[N:27]([CH:29]=[CH:30][N:31]=3)[CH:28]=2)[N:17]=1)C(=O)OC(C)(C)C)=O)(C)(C)C.C(O)(C(F)(F)F)=O.CO.O, predict the reaction product. (4) Given the reactants [CH2:1]([NH:8][C:9]([C:11]1[O:12][CH:13]=[CH:14][C:15]=1[CH3:16])=[O:10])[C:2]1[CH:7]=[CH:6][CH:5]=[CH:4][CH:3]=1.[Br:17]N1C(=O)CCC1=O, predict the reaction product. The product is: [CH2:1]([NH:8][C:9]([C:11]1[O:12][C:13]([Br:17])=[CH:14][C:15]=1[CH3:16])=[O:10])[C:2]1[CH:3]=[CH:4][CH:5]=[CH:6][CH:7]=1.